From a dataset of Catalyst prediction with 721,799 reactions and 888 catalyst types from USPTO. Predict which catalyst facilitates the given reaction. (1) Reactant: [N+:1]([C:4]1[C:5]([CH:14]=[O:15])=[CH:6][CH:7]=[C:8]2[C:13]=1[N:12]=[CH:11][CH:10]=[CH:9]2)([O-:3])=[O:2].Br[Mg][C:18]1[CH:23]=[CH:22][C:21]([F:24])=[CH:20][CH:19]=1. Product: [F:24][C:21]1[CH:22]=[CH:23][C:18]([CH:14]([C:5]2[C:4]([N+:1]([O-:3])=[O:2])=[C:13]3[C:8]([CH:9]=[CH:10][CH:11]=[N:12]3)=[CH:7][CH:6]=2)[OH:15])=[CH:19][CH:20]=1. The catalyst class is: 1. (2) Reactant: [Cl:1][C:2]1[CH:11]=[CH:10][C:9]2[N:8]([CH2:12][CH2:13][CH2:14][N:15]([CH3:17])[CH3:16])[C:7](=[O:18])[C:6]3[C:19]([CH3:28])=[N:20][N:21](C4CCCCO4)[C:5]=3[C:4]=2[CH:3]=1. Product: [ClH:1].[Cl:1][C:2]1[CH:11]=[CH:10][C:9]2[N:8]([CH2:12][CH2:13][CH2:14][N:15]([CH3:17])[CH3:16])[C:7](=[O:18])[C:6]3=[C:19]([CH3:28])[NH:20][N:21]=[C:5]3[C:4]=2[CH:3]=1. The catalyst class is: 209.